From a dataset of Catalyst prediction with 721,799 reactions and 888 catalyst types from USPTO. Predict which catalyst facilitates the given reaction. Reactant: [Br:1][C:2]1[N:6]([CH2:7][C:8]2[CH:13]=[CH:12][C:11]([Cl:14])=[C:10]([F:15])[CH:9]=2)[N+:5]([O-])=[CH:4][CH:3]=1.P(Cl)(Cl)Cl.C([O-])(=O)C.[Na+]. Product: [Br:1][C:2]1[N:6]([CH2:7][C:8]2[CH:13]=[CH:12][C:11]([Cl:14])=[C:10]([F:15])[CH:9]=2)[N:5]=[CH:4][CH:3]=1. The catalyst class is: 61.